This data is from NCI-60 drug combinations with 297,098 pairs across 59 cell lines. The task is: Regression. Given two drug SMILES strings and cell line genomic features, predict the synergy score measuring deviation from expected non-interaction effect. (1) Drug 1: C1=CN(C(=O)N=C1N)C2C(C(C(O2)CO)O)O.Cl. Drug 2: CN1C(=O)N2C=NC(=C2N=N1)C(=O)N. Cell line: EKVX. Synergy scores: CSS=-2.77, Synergy_ZIP=2.59, Synergy_Bliss=2.09, Synergy_Loewe=1.90, Synergy_HSA=-0.510. (2) Drug 1: C(CC(=O)O)C(=O)CN.Cl. Drug 2: CC(C)NC(=O)C1=CC=C(C=C1)CNNC.Cl. Cell line: NCI-H226. Synergy scores: CSS=8.31, Synergy_ZIP=-0.580, Synergy_Bliss=2.11, Synergy_Loewe=-0.880, Synergy_HSA=-1.33. (3) Drug 1: C1CCC(CC1)NC(=O)N(CCCl)N=O. Synergy scores: CSS=24.9, Synergy_ZIP=-8.14, Synergy_Bliss=3.31, Synergy_Loewe=-7.80, Synergy_HSA=2.73. Drug 2: C1C(C(OC1N2C=NC3=C2NC=NCC3O)CO)O. Cell line: COLO 205. (4) Drug 1: C1C(C(OC1N2C=NC(=NC2=O)N)CO)O. Drug 2: N.N.Cl[Pt+2]Cl. Synergy scores: CSS=44.1, Synergy_ZIP=-4.06, Synergy_Bliss=-0.815, Synergy_Loewe=2.72, Synergy_HSA=3.70. Cell line: HCT-15. (5) Drug 1: CN(CC1=CN=C2C(=N1)C(=NC(=N2)N)N)C3=CC=C(C=C3)C(=O)NC(CCC(=O)O)C(=O)O. Drug 2: CC1CCCC2(C(O2)CC(NC(=O)CC(C(C(=O)C(C1O)C)(C)C)O)C(=CC3=CSC(=N3)C)C)C. Cell line: SK-MEL-5. Synergy scores: CSS=66.9, Synergy_ZIP=-0.497, Synergy_Bliss=-1.77, Synergy_Loewe=-7.87, Synergy_HSA=3.86. (6) Cell line: CCRF-CEM. Drug 2: C(CC(=O)O)C(=O)CN.Cl. Synergy scores: CSS=70.1, Synergy_ZIP=0.337, Synergy_Bliss=0.489, Synergy_Loewe=-10.4, Synergy_HSA=4.20. Drug 1: C1=NC(=NC(=O)N1C2C(C(C(O2)CO)O)O)N. (7) Drug 1: CC(C)NC(=O)C1=CC=C(C=C1)CNNC.Cl. Drug 2: CC12CCC3C(C1CCC2OP(=O)(O)O)CCC4=C3C=CC(=C4)OC(=O)N(CCCl)CCCl.[Na+]. Cell line: SK-MEL-28. Synergy scores: CSS=6.37, Synergy_ZIP=-2.13, Synergy_Bliss=1.46, Synergy_Loewe=-1.28, Synergy_HSA=-0.876. (8) Drug 1: C1CCN(CC1)CCOC2=CC=C(C=C2)C(=O)C3=C(SC4=C3C=CC(=C4)O)C5=CC=C(C=C5)O. Drug 2: CC1C(C(=O)NC(C(=O)N2CCCC2C(=O)N(CC(=O)N(C(C(=O)O1)C(C)C)C)C)C(C)C)NC(=O)C3=C4C(=C(C=C3)C)OC5=C(C(=O)C(=C(C5=N4)C(=O)NC6C(OC(=O)C(N(C(=O)CN(C(=O)C7CCCN7C(=O)C(NC6=O)C(C)C)C)C)C(C)C)C)N)C. Cell line: OVCAR3. Synergy scores: CSS=5.79, Synergy_ZIP=-7.93, Synergy_Bliss=-10.1, Synergy_Loewe=-45.6, Synergy_HSA=-12.6.